Dataset: Peptide-MHC class I binding affinity with 185,985 pairs from IEDB/IMGT. Task: Regression. Given a peptide amino acid sequence and an MHC pseudo amino acid sequence, predict their binding affinity value. This is MHC class I binding data. The peptide sequence is RVRQQVIQL. The MHC is HLA-B27:05 with pseudo-sequence HLA-B27:05. The binding affinity (normalized) is 0.0847.